This data is from Catalyst prediction with 721,799 reactions and 888 catalyst types from USPTO. The task is: Predict which catalyst facilitates the given reaction. (1) The catalyst class is: 8. Product: [Cl:1][C:2]1[C:3]([OH:10])=[C:4]([CH:5]=[N:18][NH:17][C:15](=[O:16])[C:14]2[CH:19]=[CH:20][CH:21]=[C:12]([CH3:11])[CH:13]=2)[CH:7]=[CH:8][CH:9]=1. Reactant: [Cl:1][C:2]1[C:3]([OH:10])=[C:4]([CH:7]=[CH:8][CH:9]=1)[CH:5]=O.[CH3:11][C:12]1[CH:13]=[C:14]([CH:19]=[CH:20][CH:21]=1)[C:15]([NH:17][NH2:18])=[O:16]. (2) Reactant: [Cr](O[Cr]([O-])(=O)=O)([O-])(=O)=O.[NH+]1C=CC=CC=1.[NH+]1C=CC=CC=1.[Br:22][C:23]1[CH:24]=[C:25]([CH:30]([OH:32])[CH3:31])[C:26]([F:29])=[N:27][CH:28]=1. Product: [Br:22][C:23]1[CH:24]=[C:25]([C:30](=[O:32])[CH3:31])[C:26]([F:29])=[N:27][CH:28]=1. The catalyst class is: 2. (3) Reactant: [Cl:1][C:2]1[CH:7]=[CH:6][C:5]([CH2:8][NH:9][CH:10]2[CH2:15][CH2:14][N:13]([CH2:16][CH2:17][N:18]3[C:27]4[C:22](=[N:23][CH:24]=[C:25]([O:28][CH3:29])[CH:26]=4)[CH:21]=[CH:20][C:19]3=[O:30])[CH2:12][CH2:11]2)=[CH:4][CH:3]=1.Cl. Product: [ClH:1].[Cl:1][C:2]1[CH:7]=[CH:6][C:5]([CH2:8][NH:9][CH:10]2[CH2:11][CH2:12][N:13]([CH2:16][CH2:17][N:18]3[C:27]4[C:22](=[N:23][CH:24]=[C:25]([O:28][CH3:29])[CH:26]=4)[CH:21]=[CH:20][C:19]3=[O:30])[CH2:14][CH2:15]2)=[CH:4][CH:3]=1. The catalyst class is: 2. (4) Reactant: [O:1]1[C:5]2[CH:6]=[CH:7][C:8]([C:10]3[S:11][CH:12]=[C:13]([C:15]([OH:17])=O)[N:14]=3)=[CH:9][C:4]=2[CH2:3][CH2:2]1.[NH:18]1[C:22]([NH2:23])=[N:21][CH:20]=[N:19]1.F[P-](F)(F)(F)(F)F.[N:31]1(OC(N(C)C)=[N+](C)C)[C:35]2C=[CH:37][CH:38]=[CH:39][C:34]=2N=N1. Product: [O:1]1[C:5]2[CH:6]=[CH:7][C:8]([C:10]3[S:11][CH:12]=[C:13]([C:15]([NH:23][C:22]4[NH:18][N:19]=[C:20]([C:39]5[CH:38]=[CH:37][N:31]=[CH:35][CH:34]=5)[N:21]=4)=[O:17])[N:14]=3)=[CH:9][C:4]=2[CH2:3][CH2:2]1. The catalyst class is: 17. (5) Reactant: [CH2:1]([OH:6])[C:2]([F:5])([F:4])[F:3].C1(=O)O[CH2:10][CH2:9][O:8]1.C(N(CC)CC)C. Product: [F:3][C:2]([F:5])([F:4])[CH2:1][O:6][CH2:10][CH2:9][OH:8]. The catalyst class is: 689. (6) Product: [NH2:3][C:4]1[CH:11]=[CH:10][C:9]([S:12][CH3:13])=[CH:8][C:5]=1[C:6]#[N:7]. The catalyst class is: 72. Reactant: [OH-].[Na+].[NH2:3][C:4]1[CH:11]=[CH:10][C:9]([S:12][C:13]#N)=[CH:8][C:5]=1[C:6]#[N:7].[BH4-].[Na+].S(OC)(OC)(=O)=O. (7) Reactant: [Br:1][C:2]1[CH:3]=[C:4]([CH:13]=[CH:14][CH:15]=1)[C:5]([C:7]1[CH:12]=[CH:11][CH:10]=[CH:9][CH:8]=1)=[O:6].[BH4-].[Na+]. Product: [Br:1][C:2]1[CH:3]=[C:4]([CH:5]([C:7]2[CH:12]=[CH:11][CH:10]=[CH:9][CH:8]=2)[OH:6])[CH:13]=[CH:14][CH:15]=1. The catalyst class is: 24. (8) Product: [CH:1]1([C:4]([NH:6][C:7]2[S:8][C:9]3[CH:15]=[C:14]([O:16][S:17]([C:20]4[CH:25]=[CH:24][C:23]([NH:35][CH2:34][CH2:33][CH2:32][N:27]5[CH:31]=[CH:30][N:29]=[CH:28]5)=[CH:22][CH:21]=4)(=[O:19])=[O:18])[CH:13]=[CH:12][C:10]=3[N:11]=2)=[O:5])[CH2:3][CH2:2]1. Reactant: [CH:1]1([C:4]([NH:6][C:7]2[S:8][C:9]3[CH:15]=[C:14]([O:16][S:17]([C:20]4[CH:25]=[CH:24][C:23](F)=[CH:22][CH:21]=4)(=[O:19])=[O:18])[CH:13]=[CH:12][C:10]=3[N:11]=2)=[O:5])[CH2:3][CH2:2]1.[N:27]1([CH2:32][CH2:33][CH2:34][NH2:35])[CH:31]=[CH:30][N:29]=[CH:28]1. The catalyst class is: 37. (9) Reactant: [Cl:1][C:2]1[C:11]([O:12][CH2:13][C:14]([N:16]2[CH2:20][CH2:19][CH2:18][CH2:17]2)=[O:15])=[C:10]([S:21]([CH2:24][CH3:25])(=[O:23])=[O:22])[CH:9]=[CH:8][C:3]=1[C:4]([O:6]C)=[O:5].[OH-].[Na+].Cl. Product: [Cl:1][C:2]1[C:11]([O:12][CH2:13][C:14]([N:16]2[CH2:20][CH2:19][CH2:18][CH2:17]2)=[O:15])=[C:10]([S:21]([CH2:24][CH3:25])(=[O:23])=[O:22])[CH:9]=[CH:8][C:3]=1[C:4]([OH:6])=[O:5]. The catalyst class is: 20.